This data is from Full USPTO retrosynthesis dataset with 1.9M reactions from patents (1976-2016). The task is: Predict the reactants needed to synthesize the given product. (1) Given the product [NH2:1][C:2]1[C:11]2[C:6](=[CH:7][C:8]([CH2:12][N:13]3[CH2:18][CH2:17][N:16]([C:28](=[O:27])[CH2:29][C:30]([C:32]4[S:33][C:34]([Cl:37])=[CH:35][CH:36]=4)=[O:31])[CH:15]([CH2:19][CH2:20][CH3:21])[C:14]3=[O:22])=[CH:9][CH:10]=2)[N:5]=[CH:4][N:3]=1, predict the reactants needed to synthesize it. The reactants are: [NH2:1][C:2]1[C:11]2[C:6](=[CH:7][C:8]([CH2:12][N:13]3[CH2:18][CH2:17][NH:16][CH:15]([CH2:19][CH2:20][CH3:21])[C:14]3=[O:22])=[CH:9][CH:10]=2)[N:5]=[CH:4][N:3]=1.C([O:27][C:28](=O)[CH2:29][C:30]([C:32]1[S:33][C:34]([Cl:37])=[CH:35][CH:36]=1)=[O:31])(C)(C)C. (2) Given the product [F:1][C:2]1[CH:7]=[C:6]([F:8])[C:5]([F:9])=[CH:4][C:3]=1[CH2:10][C:11]([CH:31]1[C:32](=[O:33])[O:34][C:27]([CH3:35])([CH3:26])[O:28][C:29]1=[O:30])=[O:13], predict the reactants needed to synthesize it. The reactants are: [F:1][C:2]1[CH:7]=[C:6]([F:8])[C:5]([F:9])=[CH:4][C:3]=1[CH2:10][C:11]([OH:13])=O.C(N1C=CN=C1)(N1C=CN=C1)=O.[CH3:26][C:27]1([CH3:35])[O:34][C:32](=[O:33])[CH2:31][C:29](=[O:30])[O:28]1. (3) Given the product [Cl:25][C:22]1[C:4]([C:5]([NH:7][CH:8]([C:10]2[CH:11]=[N:12][C:13]([O:16][CH2:17][C:18]([F:21])([F:19])[F:20])=[CH:14][CH:15]=2)[CH3:9])=[O:6])=[CH:3][C:2]([NH:1][C:26](=[O:29])[CH2:27][CH3:28])=[N:24][CH:23]=1, predict the reactants needed to synthesize it. The reactants are: [NH2:1][C:2]1[CH:3]=[C:4]([C:22]([Cl:25])=[CH:23][N:24]=1)[C:5]([NH:7][CH:8]([C:10]1[CH:11]=[N:12][C:13]([O:16][CH2:17][C:18]([F:21])([F:20])[F:19])=[CH:14][CH:15]=1)[CH3:9])=[O:6].[C:26](Cl)(=[O:29])[CH2:27][CH3:28]. (4) Given the product [NH:28]1[C:29]2[C:25](=[CH:24][CH:23]=[C:22]([NH:21][C:4]3[C:5]4[CH:10]=[CH:9][N:8]([S:11]([C:14]5[CH:20]=[CH:19][C:17]([CH3:18])=[CH:16][CH:15]=5)(=[O:13])=[O:12])[C:6]=4[N:7]=[C:2]([NH:37][C:36]4[CH:38]=[CH:39][C:33]([S:32][CH3:31])=[CH:34][CH:35]=4)[N:3]=3)[CH:30]=2)[CH:26]=[N:27]1, predict the reactants needed to synthesize it. The reactants are: Cl[C:2]1[N:3]=[C:4]([NH:21][C:22]2[CH:30]=[C:29]3[C:25]([CH:26]=[N:27][NH:28]3)=[CH:24][CH:23]=2)[C:5]2[CH:10]=[CH:9][N:8]([S:11]([C:14]3[CH:20]=[CH:19][C:17]([CH3:18])=[CH:16][CH:15]=3)(=[O:13])=[O:12])[C:6]=2[N:7]=1.[CH3:31][S:32][C:33]1[CH:39]=[CH:38][C:36]([NH2:37])=[CH:35][CH:34]=1.C[Si](Cl)(C)C.O. (5) Given the product [CH3:16][S:17]([C:20]1[CH:21]=[C:22]([CH:26]=[C:27]([C:29]([F:32])([F:31])[F:30])[CH:28]=1)[C:23]([N:2]([CH3:1])[C:3]1[CH:4]=[N:5][CH:6]=[CH:7][C:8]=1[C:9]1[CH:14]=[CH:13][CH:12]=[CH:11][C:10]=1[CH3:15])=[O:25])(=[O:18])=[O:19], predict the reactants needed to synthesize it. The reactants are: [CH3:1][NH:2][C:3]1[CH:4]=[N:5][CH:6]=[CH:7][C:8]=1[C:9]1[CH:14]=[CH:13][CH:12]=[CH:11][C:10]=1[CH3:15].[CH3:16][S:17]([C:20]1[CH:21]=[C:22]([CH:26]=[C:27]([C:29]([F:32])([F:31])[F:30])[CH:28]=1)[C:23]([OH:25])=O)(=[O:19])=[O:18]. (6) Given the product [CH:27]([O:26][C:23]1[CH:22]=[CH:21][C:20]([C:15]2[C:14]([CH2:13][N:11]([CH3:12])[CH2:10][CH2:9][NH:8][CH3:1])=[CH:18][N:17]([CH3:19])[N:16]=2)=[CH:25][CH:24]=1)([CH3:29])[CH3:28], predict the reactants needed to synthesize it. The reactants are: [CH2:1]([N:8](C)[CH2:9][CH2:10][N:11]([CH2:13][C:14]1[C:15]([C:20]2[CH:25]=[CH:24][C:23]([O:26][CH:27]([CH3:29])[CH3:28])=[CH:22][CH:21]=2)=[N:16][N:17]([CH3:19])[CH:18]=1)[CH3:12])C1C=CC=CC=1. (7) Given the product [CH3:1][O:2][C:3]1[CH:4]=[C:5]2[C:10](=[CH:11][C:12]=1[C:26]1[N:31]=[N:30][C:29]([N:32]([CH3:43])[CH:33]3[CH2:38][C:37]([CH3:39])([CH3:40])[NH:36][C:35]([CH3:42])([CH3:41])[CH2:34]3)=[CH:28][CH:27]=1)[C:9]1=[CH:22][N:23]=[CH:24][N:8]1[CH2:7][CH2:6]2, predict the reactants needed to synthesize it. The reactants are: [CH3:1][O:2][C:3]1[CH:4]=[C:5]2[C:10](=[CH:11][C:12]=1B1OC(C)(C)C(C)(C)O1)[C:9]1=[CH:22][N:23]=[CH:24][N:8]1[CH2:7][CH2:6]2.Cl[C:26]1[N:31]=[N:30][C:29]([N:32]([CH3:43])[CH:33]2[CH2:38][C:37]([CH3:40])([CH3:39])[NH:36][C:35]([CH3:42])([CH3:41])[CH2:34]2)=[CH:28][CH:27]=1.